From a dataset of NCI-60 drug combinations with 297,098 pairs across 59 cell lines. Regression. Given two drug SMILES strings and cell line genomic features, predict the synergy score measuring deviation from expected non-interaction effect. (1) Drug 1: C1=C(C(=O)NC(=O)N1)F. Drug 2: C1=NC2=C(N1)C(=S)N=C(N2)N. Cell line: SF-268. Synergy scores: CSS=36.0, Synergy_ZIP=-9.81, Synergy_Bliss=-8.28, Synergy_Loewe=-3.81, Synergy_HSA=-2.14. (2) Drug 1: COC1=C(C=C2C(=C1)N=CN=C2NC3=CC(=C(C=C3)F)Cl)OCCCN4CCOCC4. Drug 2: CC12CCC3C(C1CCC2=O)CC(=C)C4=CC(=O)C=CC34C. Cell line: SNB-75. Synergy scores: CSS=27.3, Synergy_ZIP=-6.49, Synergy_Bliss=-2.30, Synergy_Loewe=-9.97, Synergy_HSA=3.02. (3) Synergy scores: CSS=16.4, Synergy_ZIP=-5.83, Synergy_Bliss=-2.81, Synergy_Loewe=-1.21, Synergy_HSA=0.736. Drug 2: C1C(C(OC1N2C=NC(=NC2=O)N)CO)O. Cell line: MALME-3M. Drug 1: CCC1(C2=C(COC1=O)C(=O)N3CC4=CC5=C(C=CC(=C5CN(C)C)O)N=C4C3=C2)O.Cl. (4) Drug 1: C1CCC(C1)C(CC#N)N2C=C(C=N2)C3=C4C=CNC4=NC=N3. Drug 2: CC1C(C(CC(O1)OC2CC(OC(C2O)C)OC3=CC4=CC5=C(C(=O)C(C(C5)C(C(=O)C(C(C)O)O)OC)OC6CC(C(C(O6)C)O)OC7CC(C(C(O7)C)O)OC8CC(C(C(O8)C)O)(C)O)C(=C4C(=C3C)O)O)O)O. Cell line: UACC-257. Synergy scores: CSS=1.66, Synergy_ZIP=4.97, Synergy_Bliss=6.88, Synergy_Loewe=5.83, Synergy_HSA=4.36. (5) Drug 1: CC(C1=C(C=CC(=C1Cl)F)Cl)OC2=C(N=CC(=C2)C3=CN(N=C3)C4CCNCC4)N. Drug 2: C1C(C(OC1N2C=NC3=C2NC=NCC3O)CO)O. Cell line: PC-3. Synergy scores: CSS=8.52, Synergy_ZIP=-2.67, Synergy_Bliss=1.98, Synergy_Loewe=-1.60, Synergy_HSA=1.69. (6) Drug 1: CC1=CC=C(C=C1)C2=CC(=NN2C3=CC=C(C=C3)S(=O)(=O)N)C(F)(F)F. Drug 2: COC1=C2C(=CC3=C1OC=C3)C=CC(=O)O2. Cell line: NCI-H522. Synergy scores: CSS=1.55, Synergy_ZIP=0.146, Synergy_Bliss=0.253, Synergy_Loewe=0.385, Synergy_HSA=0.204. (7) Drug 1: CS(=O)(=O)C1=CC(=C(C=C1)C(=O)NC2=CC(=C(C=C2)Cl)C3=CC=CC=N3)Cl. Drug 2: CC12CCC3C(C1CCC2=O)CC(=C)C4=CC(=O)C=CC34C. Cell line: SK-MEL-2. Synergy scores: CSS=14.0, Synergy_ZIP=0.890, Synergy_Bliss=0.951, Synergy_Loewe=-28.9, Synergy_HSA=-2.65. (8) Drug 1: CN(C)C1=NC(=NC(=N1)N(C)C)N(C)C. Drug 2: CS(=O)(=O)CCNCC1=CC=C(O1)C2=CC3=C(C=C2)N=CN=C3NC4=CC(=C(C=C4)OCC5=CC(=CC=C5)F)Cl. Cell line: LOX IMVI. Synergy scores: CSS=2.63, Synergy_ZIP=3.59, Synergy_Bliss=0.136, Synergy_Loewe=1.51, Synergy_HSA=1.36.